The task is: Predict the product of the given reaction.. This data is from Forward reaction prediction with 1.9M reactions from USPTO patents (1976-2016). (1) Given the reactants C([N:8]1[CH2:21][CH2:20][C:19]2[C:18]3[C:17]([C:22]4[CH:27]=[CH:26][CH:25]=[CH:24][CH:23]=4)=[CH:16][CH:15]=[CH:14][C:13]=3[NH:12][C:11]=2[CH2:10][CH2:9]1)C1C=CC=CC=1, predict the reaction product. The product is: [C:22]1([C:17]2[C:18]3[C:19]4[CH2:20][CH2:21][NH:8][CH2:9][CH2:10][C:11]=4[NH:12][C:13]=3[CH:14]=[CH:15][CH:16]=2)[CH:23]=[CH:24][CH:25]=[CH:26][CH:27]=1. (2) Given the reactants [Cl:1][C:2]1[CH:7]=[CH:6][C:5]([CH2:8][C:9]([N:11]2[C@H:15]([CH:16]([CH3:18])[CH3:17])[CH2:14][O:13][C:12]2=[O:19])=[O:10])=[CH:4][CH:3]=1.[CH3:20][Si]([N-][Si](C)(C)C)(C)C.[Na+].CI.CC(O)=O, predict the reaction product. The product is: [Cl:1][C:2]1[CH:7]=[CH:6][C:5]([C@@H:8]([CH3:20])[C:9]([N:11]2[C@H:15]([CH:16]([CH3:17])[CH3:18])[CH2:14][O:13][C:12]2=[O:19])=[O:10])=[CH:4][CH:3]=1. (3) The product is: [Cl:23][C:6]1[CH:5]=[N+:4]([O-:32])[CH:3]=[C:2]([Cl:1])[C:7]=1[CH2:8][CH2:9][C:10]1[C:11]2[N:12]([N:18]=[C:19]([C:21]#[N:22])[CH:20]=2)[C:13]([O:16][CH3:17])=[CH:14][CH:15]=1. Given the reactants [Cl:1][C:2]1[CH:3]=[N:4][CH:5]=[C:6]([Cl:23])[C:7]=1[CH2:8][CH2:9][C:10]1[C:11]2[N:12]([N:18]=[C:19]([C:21]#[N:22])[CH:20]=2)[C:13]([O:16][CH3:17])=[CH:14][CH:15]=1.C1C=C(Cl)C=C(C(OO)=[O:32])C=1.C(=O)([O-])O.[Na+], predict the reaction product. (4) Given the reactants [OH-].[Na+].[CH2:3]([N:6]1[C:10]2=[N:11][CH:12]=[C:13]([C:22]([O:24]CC)=[O:23])[C:14]([NH:15][CH:16]3[CH2:21][CH2:20][O:19][CH2:18][CH2:17]3)=[C:9]2[CH:8]=[N:7]1)[CH2:4][CH3:5], predict the reaction product. The product is: [CH2:3]([N:6]1[C:10]2=[N:11][CH:12]=[C:13]([C:22]([OH:24])=[O:23])[C:14]([NH:15][CH:16]3[CH2:17][CH2:18][O:19][CH2:20][CH2:21]3)=[C:9]2[CH:8]=[N:7]1)[CH2:4][CH3:5].